From a dataset of Catalyst prediction with 721,799 reactions and 888 catalyst types from USPTO. Predict which catalyst facilitates the given reaction. (1) Reactant: [F:1][C:2]([F:19])([F:18])[O:3][C:4]1[CH:17]=[CH:16][C:7]([O:8][C:9]2[CH:14]=[CH:13][N+:12]([O-])=[CH:11][CH:10]=2)=[CH:6][CH:5]=1.[H][H]. Product: [F:19][C:2]([F:1])([F:18])[O:3][C:4]1[CH:5]=[CH:6][C:7]([O:8][C:9]2[CH:10]=[CH:11][N:12]=[CH:13][CH:14]=2)=[CH:16][CH:17]=1. The catalyst class is: 29. (2) Product: [C:1]1([NH:7][CH:8]([CH2:14][C:15]2[CH:20]=[CH:19][C:18]([O:21][CH2:22][CH2:23][NH:24][C:25](=[O:38])[C:26]3[CH:27]=[CH:28][C:29]([C:32]4[CH:37]=[CH:36][CH:35]=[CH:34][N:33]=4)=[CH:30][CH:31]=3)=[CH:17][CH:16]=2)[C:9]([OH:11])=[O:10])[CH:6]=[CH:5][CH:4]=[CH:3][CH:2]=1. The catalyst class is: 5. Reactant: [C:1]1([NH:7][CH:8]([CH2:14][C:15]2[CH:20]=[CH:19][C:18]([O:21][CH2:22][CH2:23][NH:24][C:25](=[O:38])[C:26]3[CH:31]=[CH:30][C:29]([C:32]4[CH:37]=[CH:36][CH:35]=[CH:34][N:33]=4)=[CH:28][CH:27]=3)=[CH:17][CH:16]=2)[C:9]([O:11]CC)=[O:10])[CH:6]=[CH:5][CH:4]=[CH:3][CH:2]=1.[OH-].[Na+]. (3) Reactant: [Cl:1][C:2]1[CH:3]=[C:4]([N:25]([CH2:35][CH3:36])[C@H:26]2[CH2:31][CH2:30][C@H:29]([N:32]([CH3:34])[CH3:33])[CH2:28][CH2:27]2)[C:5]([CH3:24])=[C:6]([CH:23]=1)[C:7]([NH:9][CH2:10][C:11]1[C:12]([C:19]([F:22])([F:21])[F:20])=[N:13][N:14]([CH3:18])[C:15]=1[O:16]C)=[O:8].B(Br)(Br)Br. Product: [Cl:1][C:2]1[CH:3]=[C:4]([N:25]([CH2:35][CH3:36])[C@H:26]2[CH2:27][CH2:28][C@H:29]([N:32]([CH3:34])[CH3:33])[CH2:30][CH2:31]2)[C:5]([CH3:24])=[C:6]([CH:23]=1)[C:7]([NH:9][CH2:10][C:11]1[C:15](=[O:16])[N:14]([CH3:18])[NH:13][C:12]=1[C:19]([F:22])([F:20])[F:21])=[O:8]. The catalyst class is: 2. (4) Reactant: [CH2:1]([O:3][C:4]([CH:6]1[CH2:10][CH2:9][N:8]([C:11](=[O:13])[CH3:12])[CH:7]1[C:14]1[CH:19]=[CH:18][C:17]([N+:20]([O-])=O)=[CH:16][CH:15]=1)=[O:5])[CH3:2]. Product: [CH2:1]([O:3][C:4]([CH:6]1[CH2:10][CH2:9][N:8]([C:11](=[O:13])[CH3:12])[CH:7]1[C:14]1[CH:15]=[CH:16][C:17]([NH2:20])=[CH:18][CH:19]=1)=[O:5])[CH3:2]. The catalyst class is: 63. (5) Reactant: C(N(CC)CC)C.[CH:8]1[CH:13]=[CH:12][C:11]([C@H:14]([NH2:17])[CH2:15][OH:16])=[CH:10][CH:9]=1.Br[CH2:19][C:20]([O:22][C:23]([CH3:26])([CH3:25])[CH3:24])=[O:21].[Cl-].[NH4+]. Product: [OH:16][CH2:15][C@@H:14]([NH:17][CH2:19][C:20]([O:22][C:23]([CH3:26])([CH3:25])[CH3:24])=[O:21])[C:11]1[CH:12]=[CH:13][CH:8]=[CH:9][CH:10]=1. The catalyst class is: 7. (6) Reactant: [CH3:1][C:2]1([CH3:18])[O:6][C@@H:5]([C@@H:7]([OH:17])[C@H:7]([OH:17])[C@@H:5]2[O:6][C:2]([CH3:18])([CH3:1])[O:3][CH2:4]2)[CH2:4][O:3]1.C(=O)(O)[O-].[Na+].I([O-])(=O)(=O)=O.[Na+].[Cl-].[Na+]. Product: [CH3:1][C:2]1([CH3:18])[O:6][C@@H:5]([CH2:7][OH:17])[CH2:4][O:3]1. The catalyst class is: 6.